Dataset: Forward reaction prediction with 1.9M reactions from USPTO patents (1976-2016). Task: Predict the product of the given reaction. Given the reactants C(N(C(C)C)CC)(C)C.[NH2:10][C:11]1[CH:26]=[CH:25][C:24]([Cl:27])=[CH:23][C:12]=1[C:13]([NH:15][CH2:16][CH:17]1[CH2:22][CH2:21][CH2:20][CH2:19][CH2:18]1)=[O:14].[F:28][C:29]1[C:37]([F:38])=[CH:36][CH:35]=[CH:34][C:30]=1[C:31](Cl)=[O:32], predict the reaction product. The product is: [Cl:27][C:24]1[CH:25]=[CH:26][C:11]([NH:10][C:31](=[O:32])[C:30]2[CH:34]=[CH:35][CH:36]=[C:37]([F:38])[C:29]=2[F:28])=[C:12]([C:13]([NH:15][CH2:16][CH:17]2[CH2:22][CH2:21][CH2:20][CH2:19][CH2:18]2)=[O:14])[CH:23]=1.